This data is from Experimentally validated miRNA-target interactions with 360,000+ pairs, plus equal number of negative samples. The task is: Binary Classification. Given a miRNA mature sequence and a target amino acid sequence, predict their likelihood of interaction. Result: 0 (no interaction). The protein sequence of the target gene is MEASRRFPEAEALSPEQAAHYLRYVKEAKEATKNGDLEEAFKLFNLAKDIFPNEKVLSRIQKIQEALEELAEQGDDEFTDVCNSGLLLYRELHNQLFEHQKEGIAFLYSLYRDGRKGGILADDMGLGKTVQIIAFLSGMFDASLVNHVLLIMPTNLINTWVKEFIKWTPGMRVKTFHGPSKDERTRNLNRIQQRNGVIITTYQMLINNWQQLSSFRGQEFVWDYVILDEAHKIKTSSTKSAICARAIPASNRLLLTGTPIQNNLQELWSLFDFACQGSLLGTLKTFKMEYENPITRAREK.... The miRNA is hsa-miR-2681-5p with sequence GUUUUACCACCUCCAGGAGACU.